Task: Predict the reactants needed to synthesize the given product.. Dataset: Full USPTO retrosynthesis dataset with 1.9M reactions from patents (1976-2016) Given the product [F:18][C:19]1[CH:24]=[C:23]([C:2]2[N:7]=[C:6]([NH:8][C:9]3[CH:10]=[C:11]4[C:15](=[CH:16][CH:17]=3)[NH:14][CH:13]=[CH:12]4)[CH:5]=[N:4][CH:3]=2)[CH:22]=[CH:21][N:20]=1, predict the reactants needed to synthesize it. The reactants are: Cl[C:2]1[N:7]=[C:6]([NH:8][C:9]2[CH:10]=[C:11]3[C:15](=[CH:16][CH:17]=2)[NH:14][CH:13]=[CH:12]3)[CH:5]=[N:4][CH:3]=1.[F:18][C:19]1[CH:24]=[C:23](B(O)O)[CH:22]=[CH:21][N:20]=1.C(=O)([O-])[O-].[Na+].[Na+].